From a dataset of Reaction yield outcomes from USPTO patents with 853,638 reactions. Predict the reaction yield, written as a fraction of the theoretical maximum amount of product (1.0 means a 100% yield; for example, 0.34 means a 34% yield). The reactants are [CH3:1][O:2][C:3](=[O:19])[C:4]1[CH:9]=[C:8]([N:10]2[CH2:14][CH2:13][CH2:12][C:11]2=[O:15])[CH:7]=[C:6]([N+:16]([O-])=O)[CH:5]=1. The yield is 0.900. The product is [CH3:1][O:2][C:3](=[O:19])[C:4]1[CH:9]=[C:8]([N:10]2[CH2:14][CH2:13][CH2:12][C:11]2=[O:15])[CH:7]=[C:6]([NH2:16])[CH:5]=1. The catalyst is [Ni].CO.